Dataset: Full USPTO retrosynthesis dataset with 1.9M reactions from patents (1976-2016). Task: Predict the reactants needed to synthesize the given product. (1) Given the product [F:1][C:2]1[CH:7]=[C:6]([F:8])[CH:5]=[CH:4][C:3]=1[C:9]1([CH2:14][C:15]2[CH:16]=[CH:17][C:18](=[O:21])[N:19]([C:24]3[CH:25]=[CH:26][CH:27]=[CH:28][C:23]=3[CH3:22])[N:20]=2)[O:10][CH2:11][CH2:12][O:13]1, predict the reactants needed to synthesize it. The reactants are: [F:1][C:2]1[CH:7]=[C:6]([F:8])[CH:5]=[CH:4][C:3]=1[C:9]1([CH2:14][C:15]2[CH:16]=[CH:17][C:18](=[O:21])[NH:19][N:20]=2)[O:13][CH2:12][CH2:11][O:10]1.[CH3:22][C:23]1[CH:28]=[CH:27][CH:26]=[CH:25][C:24]=1B(O)O.N1C=CC=CC=1. (2) Given the product [Br:19][CH2:2][C:1]([C:4]1[CH:9]=[CH:8][C:7]([S:10]([N:13]([CH2:42][O:43][CH3:44])[C:14]2[S:15][CH:16]=[CH:17][N:18]=2)(=[O:12])=[O:11])=[CH:6][CH:5]=1)=[O:3], predict the reactants needed to synthesize it. The reactants are: [C:1]([C:4]1[CH:9]=[CH:8][C:7]([S:10]([NH:13][C:14]2[S:15][CH:16]=[CH:17][N:18]=2)(=[O:12])=[O:11])=[CH:6][CH:5]=1)(=[O:3])[CH3:2].[Br-:19].[Br-].[Br-].[NH+]1C=CC=CC=1.[NH+]1C=CC=CC=1.[NH+]1C=CC=CC=1.C1[CH2:44][O:43][CH2:42]C1. (3) Given the product [Br:16][C:17]1[CH:18]=[C:19]([CH2:22][N:23]([CH3:24])[C:9](=[O:10])[O:11][C:12]([CH3:13])([CH3:14])[CH3:15])[S:20][CH:21]=1, predict the reactants needed to synthesize it. The reactants are: [C:9](O[C:9]([O:11][C:12]([CH3:15])([CH3:14])[CH3:13])=[O:10])([O:11][C:12]([CH3:15])([CH3:14])[CH3:13])=[O:10].[Br:16][C:17]1[CH:18]=[C:19]([CH2:22][NH:23][CH3:24])[S:20][CH:21]=1.C(N(CC)CC)C. (4) Given the product [N+:8]([C:3]1[C:2]([N:11]2[CH2:12][CH2:13][CH:14]([NH:17][C:18](=[O:24])[O:19][C:20]([CH3:22])([CH3:21])[CH3:23])[CH2:15][CH2:16]2)=[CH:7][CH:6]=[CH:5][N:4]=1)([O-:10])=[O:9], predict the reactants needed to synthesize it. The reactants are: F[C:2]1[C:3]([N+:8]([O-:10])=[O:9])=[N:4][CH:5]=[CH:6][CH:7]=1.[NH:11]1[CH2:16][CH2:15][CH:14]([NH:17][C:18](=[O:24])[O:19][C:20]([CH3:23])([CH3:22])[CH3:21])[CH2:13][CH2:12]1.C(N(C(C)C)C(C)C)C. (5) Given the product [OH:4][C@H:5]1[CH2:22][CH2:21][C@@:20]2([CH3:23])[C@@H:7]([CH2:8][CH2:9][C@:10]3([CH3:49])[C@@H:19]2[CH2:18][CH2:17][C@H:16]2[C@@:11]3([CH3:48])[CH2:12][CH2:13][C@@:14]3([C:30]([NH:32][C@@H:33]4[CH2:36][C@H:35]([C:37]([NH:39][CH2:40][CH2:41][C:42]([OH:44])=[O:43])=[O:38])[C:34]4([CH3:47])[CH3:46])=[O:31])[CH2:26][CH2:25][C@@H:24]([C:27]([CH3:29])=[CH2:28])[C@@H:15]32)[C:6]1([CH3:51])[CH3:50], predict the reactants needed to synthesize it. The reactants are: C([O:4][C@H:5]1[CH2:22][CH2:21][C@@:20]2([CH3:23])[C@@H:7]([CH2:8][CH2:9][C@:10]3([CH3:49])[C@@H:19]2[CH2:18][CH2:17][C@H:16]2[C@@:11]3([CH3:48])[CH2:12][CH2:13][C@@:14]3([C:30]([NH:32][C@@H:33]4[CH2:36][C@H:35]([C:37]([NH:39][CH2:40][CH2:41][C:42]([O:44]C)=[O:43])=[O:38])[C:34]4([CH3:47])[CH3:46])=[O:31])[CH2:26][CH2:25][C@@H:24]([C:27]([CH3:29])=[CH2:28])[C@@H:15]32)[C:6]1([CH3:51])[CH3:50])(=O)C.